Dataset: Full USPTO retrosynthesis dataset with 1.9M reactions from patents (1976-2016). Task: Predict the reactants needed to synthesize the given product. (1) Given the product [CH3:1][N:2]1[CH:6]=[CH:5][C:4]([NH:7][C:8]([C:10]2[C:15]([NH:16][C:17]3[CH:18]=[C:31]([F:33])[CH:30]=[C:21]([C:20]#[N:19])[CH:22]=3)=[CH:14][CH:13]=[C:12]([CH3:23])[N:11]=2)=[O:9])=[N:3]1, predict the reactants needed to synthesize it. The reactants are: [CH3:1][N:2]1[CH:6]=[CH:5][C:4]([NH:7][C:8]([C:10]2[C:15]([NH:16][C:17]3[CH:18]=[N:19][CH:20]=[CH:21][CH:22]=3)=[CH:14][CH:13]=[C:12]([CH3:23])[N:11]=2)=[O:9])=[N:3]1.BrC1C=C([CH:30]=[C:31]([F:33])C=1)C#N. (2) Given the product [F:27][C:28]([F:39])([F:40])[O:29][C:30]1[CH:35]=[CH:34][C:33]([C:2]2[S:6][C:5]([NH:7][C:8]([NH:10][C:11]3[C:16]([CH3:17])=[CH:15][C:14]([CH3:18])=[CH:13][C:12]=3[CH3:19])=[O:9])=[C:4]([C:20]([O:22][C:23]([CH3:26])([CH3:25])[CH3:24])=[O:21])[CH:3]=2)=[CH:32][CH:31]=1, predict the reactants needed to synthesize it. The reactants are: Br[C:2]1[S:6][C:5]([NH:7][C:8]([NH:10][C:11]2[C:16]([CH3:17])=[CH:15][C:14]([CH3:18])=[CH:13][C:12]=2[CH3:19])=[O:9])=[C:4]([C:20]([O:22][C:23]([CH3:26])([CH3:25])[CH3:24])=[O:21])[CH:3]=1.[F:27][C:28]([F:40])([F:39])[O:29][C:30]1[CH:35]=[CH:34][C:33](B(O)O)=[CH:32][CH:31]=1.C([O-])([O-])=O.[Na+].[Na+]. (3) Given the product [CH2:52]([O:65][C:60]([C:2]1[CH:3]=[C:4]2[C:8](=[CH:9][CH:10]=1)[N:7]([CH2:11][C:12]([F:13])([F:14])[F:15])[C:6]([C:16]([N:18]1[CH2:19][CH2:20][O:21][CH2:22][CH2:23]1)=[O:17])=[CH:5]2)=[O:62])[CH3:47], predict the reactants needed to synthesize it. The reactants are: Br[C:2]1[CH:3]=[C:4]2[C:8](=[CH:9][CH:10]=1)[N:7]([CH2:11][C:12]([F:15])([F:14])[F:13])[C:6]([C:16]([N:18]1[CH2:23][CH2:22][O:21][CH2:20][CH2:19]1)=[O:17])=[CH:5]2.C1(P([C:47]2[CH:52]=CC=CC=2)CCCP(C2C=CC=CC=2)C2C=CC=CC=2)C=CC=CC=1.C(N(CC)CC)C.[CH2:60]([OH:62])C.CS(C)=[O:65]. (4) The reactants are: [Cl:1][C:2]1[CH:10]=[CH:9][C:8]([N:11]2[CH:15]=[N:14][CH:13]=[N:12]2)=[CH:7][C:3]=1[C:4]([NH2:6])=[O:5].FC1C=CC([O:23][C:24](=O)[NH:25][C:26]2[S:27][C:28]3[CH:34]=[C:33]([S:35]([CH3:38])(=[O:37])=[O:36])[CH:32]=[CH:31][C:29]=3[N:30]=2)=CC=1.CC(C)([O-])C.[K+].Cl. Given the product [Cl:1][C:2]1[CH:10]=[CH:9][C:8]([N:11]2[CH:15]=[N:14][CH:13]=[N:12]2)=[CH:7][C:3]=1[C:4]([NH:6][C:24](=[O:23])[NH:25][C:26]1[S:27][C:28]2[CH:34]=[C:33]([S:35]([CH3:38])(=[O:37])=[O:36])[CH:32]=[CH:31][C:29]=2[N:30]=1)=[O:5], predict the reactants needed to synthesize it. (5) Given the product [C:10]([C:4]1[CH:3]=[C:2]([B:12]([OH:14])[OH:13])[CH:9]=[CH:8][C:5]=1[C:6]#[N:7])#[N:11], predict the reactants needed to synthesize it. The reactants are: I[C:2]1[CH:3]=[C:4]([C:10]#[N:11])[C:5](=[CH:8][CH:9]=1)[C:6]#[N:7].[BH:12]([OH:14])[OH:13]. (6) Given the product [NH2:7][CH2:8][C:9]1[N:13]([NH:14][CH2:26][C:21]2[CH:22]=[CH:23][CH:24]=[CH:25][N:20]=2)[N:12]=[C:11]([C:15]([F:16])([F:17])[F:18])[CH:10]=1, predict the reactants needed to synthesize it. The reactants are: C(OC(=O)[NH:7][CH2:8][C:9]1[N:13]([NH2:14])[N:12]=[C:11]([C:15]([F:18])([F:17])[F:16])[CH:10]=1)(C)(C)C.[N:20]1[CH:25]=[CH:24][CH:23]=[CH:22][C:21]=1[CH:26]=O.C(O)(=O)C.C(OCC)(=O)C.CCCCCC.